Task: Predict which catalyst facilitates the given reaction.. Dataset: Catalyst prediction with 721,799 reactions and 888 catalyst types from USPTO (1) The catalyst class is: 9. Product: [O:19]=[C:6]1[NH:5][CH2:4][CH2:3][CH2:2][N:7]1[C:8]1[CH:18]=[CH:17][C:11]([C:12]([O:14][CH2:15][CH3:16])=[O:13])=[CH:10][CH:9]=1. Reactant: Cl[CH2:2][CH2:3][CH2:4][NH:5][C:6](=[O:19])[NH:7][C:8]1[CH:18]=[CH:17][C:11]([C:12]([O:14][CH2:15][CH3:16])=[O:13])=[CH:10][CH:9]=1.[H-].[Na+].O. (2) Reactant: Br[C:2]1[N:7]=[C:6]([N:8]2[C:16]3[CH:15]=[C:14]([C:17]4[CH:22]=[N:21][CH:20]=[C:19]([CH3:23])[N:18]=4)[N:13]=[CH:12][C:11]=3[CH:10]=[N:9]2)[CH:5]=[CH:4][CH:3]=1.[O:24]=[C:25]1[CH2:30][CH2:29][N:28]([C:31]([O:33][C:34]([CH3:37])([CH3:36])[CH3:35])=[O:32])[CH2:27][CH2:26]1.CC(C)([O-])C.[Na+].O1CCCC1.C(P(C(C)(C)C)C(C)(C)C)(C)(C)C. Product: [CH3:23][C:19]1[N:18]=[C:17]([C:14]2[N:13]=[CH:12][C:11]3[CH:10]=[N:9][N:8]([C:6]4[N:7]=[C:2]([CH:30]5[C:25](=[O:24])[CH2:26][CH2:27][N:28]([C:31]([O:33][C:34]([CH3:37])([CH3:36])[CH3:35])=[O:32])[CH2:29]5)[CH:3]=[CH:4][CH:5]=4)[C:16]=3[CH:15]=2)[CH:22]=[N:21][CH:20]=1. The catalyst class is: 167. (3) Reactant: [CH3:1][CH2:2][CH:3]([N:5]1[N:10]=[CH:9][N:8]([C:11]2[CH:12]=[CH:13][C:14]([N:17]3[CH2:22][CH2:21][N:20]([C:23]4[CH:24]=[CH:25][C:26]([O:29][CH2:30][C@@H:31]5[O:35][C@:34]([C:42]6[CH:43]=[CH:44][C:45]([Cl:49])=[CH:46][C:47]=6[Cl:48])([CH2:36][N:37]6[N:41]=[CH:40][N:39]=[CH:38]6)[O:33][CH2:32]5)=[CH:27][CH:28]=4)[CH2:19][CH2:18]3)=[CH:15][CH:16]=2)[C:6]1=[O:7])[CH3:4].[ClH:50].[C:51]([OH:60])(=[O:59])[C@H:52]([C@@H:54]([C:56]([OH:58])=[O:57])[OH:55])[OH:53]. Product: [C:51]([OH:60])(=[O:59])[C@H:52]([C@@H:54]([C:56]([OH:58])=[O:57])[OH:55])[OH:53].[CH3:1][CH2:2][CH:3]([N:5]1[N:10]=[CH:9][N:8]([C:11]2[CH:16]=[CH:15][C:14]([N:17]3[CH2:22][CH2:21][N:20]([C:23]4[CH:28]=[CH:27][C:26]([O:29][CH2:30][C@@H:31]5[O:35][C@:34]([C:42]6[CH:43]=[CH:44][C:45]([Cl:49])=[CH:46][C:47]=6[Cl:48])([CH2:36][N:37]6[N:41]=[CH:40][N:39]=[CH:38]6)[O:33][CH2:32]5)=[CH:25][CH:24]=4)[CH2:19][CH2:18]3)=[CH:13][CH:12]=2)[C:6]1=[O:7])[CH3:4].[ClH:50]. The catalyst class is: 8. (4) Reactant: [CH3:1][N:2]([CH3:6])[CH2:3][CH2:4][NH2:5].Cl[C:8]1[N:9]=[N+:10]([O-:20])[C:11]2[CH:17]=[C:16]([CH3:18])[C:15]([CH3:19])=[CH:14][C:12]=2[N:13]=1. Product: [CH3:19][C:15]1[C:16]([CH3:18])=[CH:17][C:11]2[N+:10]([O-:20])=[N:9][C:8]([NH:5][CH2:4][CH2:3][N:2]([CH3:6])[CH3:1])=[N:13][C:12]=2[CH:14]=1. The catalyst class is: 57. (5) Reactant: [Br:1][C:2]1[CH:7]=[CH:6][C:5]([F:8])=[CH:4][N:3]=1.[Li+].CC([N-]C(C)C)C.C(NC(C)C)(C)C.[CH:24](=[O:26])[CH3:25]. The catalyst class is: 1. Product: [Br:1][C:2]1[CH:7]=[C:6]([CH:24]([OH:26])[CH3:25])[C:5]([F:8])=[CH:4][N:3]=1.